Dataset: Forward reaction prediction with 1.9M reactions from USPTO patents (1976-2016). Task: Predict the product of the given reaction. (1) Given the reactants [Cl-].[Al+3].[Cl-].[Cl-].[H-].[Al+3].[Li+].[H-].[H-].[H-].[CH3:11][O:12][C:13]1[CH:41]=[CH:40][C:16]([C:17]([NH:19][C:20]2[C:21]([CH3:39])=[C:22]([CH3:38])[C:23]3[O:27][C:26]([CH3:29])([CH3:28])[CH:25]([C:30]4[CH:35]=[CH:34][CH:33]=[CH:32][CH:31]=4)[C:24]=3[C:36]=2[CH3:37])=O)=[CH:15][CH:14]=1.[OH-].[Na+], predict the reaction product. The product is: [CH3:11][O:12][C:13]1[CH:41]=[CH:40][C:16]([CH2:17][NH:19][C:20]2[C:21]([CH3:39])=[C:22]([CH3:38])[C:23]3[O:27][C:26]([CH3:29])([CH3:28])[CH:25]([C:30]4[CH:31]=[CH:32][CH:33]=[CH:34][CH:35]=4)[C:24]=3[C:36]=2[CH3:37])=[CH:15][CH:14]=1. (2) Given the reactants [F:1][C:2]([F:12])([F:11])[CH:3]([O:8][CH2:9]Cl)[C:4]([F:7])([F:6])[F:5].[F-:13].[K+].C(N)(=O)C.C(O)COCCOCCO, predict the reaction product. The product is: [CH2:9]([F:13])[O:8][CH:3]([C:4]([F:7])([F:6])[F:5])[C:2]([F:12])([F:11])[F:1]. (3) Given the reactants C([N:8]1[C@@H:13]([CH2:14][O:15][CH3:16])[CH2:12][O:11][C@@H:10]([CH2:17][OH:18])[CH2:9]1)C1C=CC=CC=1, predict the reaction product. The product is: [CH3:16][O:15][CH2:14][C@@H:13]1[NH:8][CH2:9][C@H:10]([CH2:17][OH:18])[O:11][CH2:12]1. (4) Given the reactants [NH2:1][C:2]1[N:7]=[C:6]([C:8]2[NH:12][C:11]([C:13]3[CH:18]=[C:17]([Cl:19])[CH:16]=[CH:15][C:14]=3[CH2:20][CH3:21])=[C:10]([C:22]([OH:24])=O)[CH:9]=2)[C:5]([Br:25])=[CH:4][N:3]=1.CC[N:28](C(C)C)C(C)C.CCN=C=NCCCN(C)C.Cl.C1C=CC2N(O)N=NC=2C=1.N.C(=O)([O-])O.[Na+], predict the reaction product. The product is: [NH2:1][C:2]1[N:7]=[C:6]([C:8]2[NH:12][C:11]([C:13]3[CH:18]=[C:17]([Cl:19])[CH:16]=[CH:15][C:14]=3[CH2:20][CH3:21])=[C:10]([C:22]([NH2:28])=[O:24])[CH:9]=2)[C:5]([Br:25])=[CH:4][N:3]=1. (5) Given the reactants [F:1][C:2]1[CH:28]=[CH:27][CH:26]=[C:25]([F:29])[C:3]=1[C:4]([NH:6][C:7]1[S:8][C:9]([C:15]2[CH:20]=[CH:19][CH:18]=[C:17]([C:21]([F:24])([F:23])[F:22])[CH:16]=2)=[C:10](/[CH:12]=[N:13]\O)[N:11]=1)=[O:5].CCN(CC)CC, predict the reaction product. The product is: [C:12]([C:10]1[N:11]=[C:7]([NH:6][C:4](=[O:5])[C:3]2[C:25]([F:29])=[CH:26][CH:27]=[CH:28][C:2]=2[F:1])[S:8][C:9]=1[C:15]1[CH:20]=[CH:19][CH:18]=[C:17]([C:21]([F:24])([F:22])[F:23])[CH:16]=1)#[N:13]. (6) Given the reactants [NH2:1][C:2]1[CH2:7][CH2:6][N:5]([CH2:8][C:9]2[CH:14]=[CH:13][CH:12]=[CH:11][CH:10]=2)[CH2:4][C:3]=1[C:15]([O:17][CH2:18][CH3:19])=[O:16].FC(F)(F)C(O)=O.[BH4-].[Na+].[OH-].[Na+], predict the reaction product. The product is: [NH2:1][CH:2]1[CH2:7][CH2:6][N:5]([CH2:8][C:9]2[CH:10]=[CH:11][CH:12]=[CH:13][CH:14]=2)[CH2:4][CH:3]1[C:15]([O:17][CH2:18][CH3:19])=[O:16].